Predict the product of the given reaction. From a dataset of Forward reaction prediction with 1.9M reactions from USPTO patents (1976-2016). (1) Given the reactants [CH:1]([CH:4]1[C:9](=[O:10])[C:8]([CH3:12])([CH3:11])[CH2:7][CH2:6][CH2:5]1)([CH3:3])[CH3:2].[C:13]([Mg]Br)#[CH:14], predict the reaction product. The product is: [C:13]([C:9]1([OH:10])[CH:4]([CH:1]([CH3:3])[CH3:2])[CH2:5][CH2:6][CH2:7][C:8]1([CH3:12])[CH3:11])#[CH:14]. (2) Given the reactants [O:1]=[C:2]1[C:5]2([CH2:9][CH2:8][CH2:7][N:6]2[C:10]([O:12][CH2:13][C:14]2[CH:19]=[CH:18][CH:17]=[CH:16][CH:15]=2)=[O:11])[CH2:4][NH:3]1.C([O-])([O-])=O.[Cs+].[Cs+].Br[CH2:27][C:28]([O:30][CH2:31][CH3:32])=[O:29], predict the reaction product. The product is: [CH2:31]([O:30][C:28](=[O:29])[CH2:27][N:3]1[CH2:4][C:5]2([CH2:9][CH2:8][CH2:7][N:6]2[C:10]([O:12][CH2:13][C:14]2[CH:19]=[CH:18][CH:17]=[CH:16][CH:15]=2)=[O:11])[C:2]1=[O:1])[CH3:32]. (3) Given the reactants [NH2:1][CH2:2][CH2:3][N:4]([C:18]1[CH:23]=[CH:22][C:21]([CH3:24])=[CH:20][C:19]=1[CH2:25][C:26]1[C:31]([F:32])=[CH:30][CH:29]=[CH:28][C:27]=1[F:33])[S:5]([C:8]1[CH:13]=[CH:12][C:11]([O:14][CH3:15])=[C:10]([O:16][CH3:17])[CH:9]=1)(=[O:7])=[O:6].N1C=CC=CC=1.[C:40](OC(=O)C)(=[O:42])[CH3:41], predict the reaction product. The product is: [F:33][C:27]1[CH:28]=[CH:29][CH:30]=[C:31]([F:32])[C:26]=1[CH2:25][C:19]1[CH:20]=[C:21]([CH3:24])[CH:22]=[CH:23][C:18]=1[N:4]([S:5]([C:8]1[CH:13]=[CH:12][C:11]([O:14][CH3:15])=[C:10]([O:16][CH3:17])[CH:9]=1)(=[O:6])=[O:7])[CH2:3][CH2:2][NH:1][C:40](=[O:42])[CH3:41]. (4) Given the reactants C[O:2][C:3]1[CH:8]=[C:7]([CH3:9])[C:6]([O:10]C)=[CH:5][C:4]=1[CH2:12][CH2:13][CH2:14][O:15][C:16](=[O:18])[CH3:17], predict the reaction product. The product is: [CH3:9][C:7]1[C:6](=[O:10])[CH:5]=[C:4]([CH2:12][CH2:13][CH2:14][O:15][C:16](=[O:18])[CH3:17])[C:3](=[O:2])[CH:8]=1. (5) Given the reactants [C:1]([C:3]1[CH:8]=[CH:7][C:6]([S:9]([NH2:12])(=[O:11])=[O:10])=[C:5]([NH:13][S:14](/[CH:17]=[CH:18]/[C:19]2[CH:24]=[CH:23][C:22]([Cl:25])=[C:21]([Cl:26])[CH:20]=2)(=[O:16])=[O:15])[CH:4]=1)#[N:2].C([O-])(=O)C.[Na+].C1(C)C=CC(S(NN)(=O)=O)=CC=1, predict the reaction product. The product is: [C:1]([C:3]1[CH:8]=[CH:7][C:6]([S:9]([NH2:12])(=[O:10])=[O:11])=[C:5]([NH:13][S:14]([CH2:17][CH2:18][C:19]2[CH:24]=[CH:23][C:22]([Cl:25])=[C:21]([Cl:26])[CH:20]=2)(=[O:16])=[O:15])[CH:4]=1)#[N:2]. (6) Given the reactants [N+:1]([C:4]1[CH:14]([CH2:15][N:16]2[CH2:21][CH2:20][CH:19]([N:22]3[CH:26]=[CH:25][C:24]([C:27]4[CH:32]=[CH:31][CH:30]=[CH:29][CH:28]=4)=[N:23]3)[CH2:18][CH2:17]2)[CH:8]2[CH2:9][C:10]([CH3:13])([CH3:12])[O:11][C:7]2=[C:6]([CH3:33])[C:5]=1[CH3:34])([O-])=O, predict the reaction product. The product is: [NH2:1][C:4]1[CH:14]([CH2:15][N:16]2[CH2:21][CH2:20][CH:19]([N:22]3[CH:26]=[CH:25][C:24]([C:27]4[CH:32]=[CH:31][CH:30]=[CH:29][CH:28]=4)=[N:23]3)[CH2:18][CH2:17]2)[CH:8]2[CH2:9][C:10]([CH3:13])([CH3:12])[O:11][C:7]2=[C:6]([CH3:33])[C:5]=1[CH3:34]. (7) Given the reactants [NH2:1][C:2]1[C:7]2=[C:8]([C:15]3[CH:20]=[CH:19][C:18]([N+:21]([O-])=O)=[CH:17][CH:16]=3)[C:9]([C:11]([NH:13][CH3:14])=[O:12])=[CH:10][N:6]2[N:5]=[CH:4][N:3]=1.[C:24]([C:28]1[CH:33]=[CH:32][N:31]=[C:30]([NH:34][C:35](=O)[O:36]C2C=CC=CC=2)[CH:29]=1)([CH3:27])([CH3:26])[CH3:25].C(N(CC)CC)C, predict the reaction product. The product is: [NH2:1][C:2]1[C:7]2=[C:8]([C:15]3[CH:20]=[CH:19][C:18]([NH:21][C:35]([NH:34][C:30]4[CH:29]=[C:28]([C:24]([CH3:27])([CH3:26])[CH3:25])[CH:33]=[CH:32][N:31]=4)=[O:36])=[CH:17][CH:16]=3)[C:9]([C:11]([NH:13][CH3:14])=[O:12])=[CH:10][N:6]2[N:5]=[CH:4][N:3]=1. (8) Given the reactants [Cl:1][C:2]1[CH:22]=[CH:21][C:20]([N+:23]([O-:25])=[O:24])=[CH:19][C:3]=1[C:4]([NH:6][C:7]1[CH:12]=[CH:11][C:10]([CH2:13][C:14]([O:16]CC)=[O:15])=[CH:9][CH:8]=1)=[O:5].[OH-].[Na+].Cl, predict the reaction product. The product is: [Cl:1][C:2]1[CH:22]=[CH:21][C:20]([N+:23]([O-:25])=[O:24])=[CH:19][C:3]=1[C:4]([NH:6][C:7]1[CH:12]=[CH:11][C:10]([CH2:13][C:14]([OH:16])=[O:15])=[CH:9][CH:8]=1)=[O:5]. (9) Given the reactants Cl.[CH3:2][NH:3][CH2:4][CH2:5][NH:6][S:7]([C:10]1[CH:15]=[C:14]([S:16]([C:19]2[CH:24]=[CH:23][CH:22]=[CH:21][CH:20]=2)(=[O:18])=[O:17])[CH:13]=[CH:12][C:11]=1[C:25]([F:28])([F:27])[F:26])(=[O:9])=[O:8].Br[CH2:30][CH2:31][OH:32].C(N(C(C)C)CC)(C)C, predict the reaction product. The product is: [OH:32][CH2:31][CH2:30][N:3]([CH3:2])[CH2:4][CH2:5][NH:6][S:7]([C:10]1[CH:15]=[C:14]([S:16]([C:19]2[CH:24]=[CH:23][CH:22]=[CH:21][CH:20]=2)(=[O:17])=[O:18])[CH:13]=[CH:12][C:11]=1[C:25]([F:27])([F:28])[F:26])(=[O:8])=[O:9].